From a dataset of Catalyst prediction with 721,799 reactions and 888 catalyst types from USPTO. Predict which catalyst facilitates the given reaction. (1) Reactant: [NH2:1][C:2]1[C:3]([C:12]#[C:13][C:14]([OH:17])([CH3:16])[CH3:15])=[N:4][CH:5]=[CH:6][C:7]=1[C:8]([O:10][CH3:11])=[O:9].N#N. Product: [OH:17][C:14]([C:13]1[NH:1][C:2]2[C:3](=[N:4][CH:5]=[CH:6][C:7]=2[C:8]([O:10][CH3:11])=[O:9])[CH:12]=1)([CH3:15])[CH3:16]. The catalyst class is: 122. (2) Reactant: C([C:3]([N:11]1[CH2:16][CH2:15][N:14]([C:17]([O:19][C:20]([CH3:23])([CH3:22])[CH3:21])=[O:18])[CH2:13][CH2:12]1)=[CH:4][C:5]1[CH:10]=[CH:9][CH:8]=[CH:7][CH:6]=1)#N.[N-:24]=[N+:25]=[N-:26].[Na+]. Product: [C:5]1([C:4]2[NH:26][N:25]=[N:24][C:3]=2[N:11]2[CH2:16][CH2:15][N:14]([C:17]([O:19][C:20]([CH3:23])([CH3:22])[CH3:21])=[O:18])[CH2:13][CH2:12]2)[CH:10]=[CH:9][CH:8]=[CH:7][CH:6]=1. The catalyst class is: 16. (3) Reactant: [CH2:1]([O:8][C:9]1[N:24]=[CH:23][C:22](I)=[C:21]([O:26][CH2:27][C:28]2[CH:33]=[CH:32][CH:31]=[CH:30][CH:29]=2)[C:10]=1[C:11]([O:13][CH2:14][C:15]1[CH:20]=[CH:19][CH:18]=[CH:17][CH:16]=1)=[O:12])[C:2]1[CH:7]=[CH:6][CH:5]=[CH:4][CH:3]=1.C([Mg]Cl)(C)C.[Li+].[Cl-].B(OC(C)C)(OC(C)C)[O:42]C(C)C.C(OO)(=O)C. Product: [CH2:1]([O:8][C:9]1[N:24]=[CH:23][C:22]([OH:42])=[C:21]([O:26][CH2:27][C:28]2[CH:33]=[CH:32][CH:31]=[CH:30][CH:29]=2)[C:10]=1[C:11]([O:13][CH2:14][C:15]1[CH:20]=[CH:19][CH:18]=[CH:17][CH:16]=1)=[O:12])[C:2]1[CH:7]=[CH:6][CH:5]=[CH:4][CH:3]=1. The catalyst class is: 20. (4) Reactant: Br[CH2:2][C:3]1[C:8]([CH3:9])=[CH:7][CH:6]=[CH:5][C:4]=1[N:10]1[C:14](=[O:15])[N:13]([CH3:16])[N:12]=[N:11]1.[Br:17][C:18]1[CH:23]=[CH:22][C:21]([OH:24])=[CH:20][C:19]=1[C:25]([CH3:28])([CH3:27])[CH3:26].C(=O)([O-])[O-].[K+].[K+].C(#N)C. Product: [Br:17][C:18]1[CH:23]=[CH:22][C:21]([O:24][CH2:2][C:3]2[C:8]([CH3:9])=[CH:7][CH:6]=[CH:5][C:4]=2[N:10]2[C:14](=[O:15])[N:13]([CH3:16])[N:12]=[N:11]2)=[CH:20][C:19]=1[C:25]([CH3:28])([CH3:27])[CH3:26]. The catalyst class is: 6.